From a dataset of Human Reference Interactome with 51,813 positive PPI pairs across 8,248 proteins, plus equal number of experimentally-validated negative pairs. Binary Classification. Given two protein amino acid sequences, predict whether they physically interact or not. (1) Protein 1 (ENSG00000174796) has sequence MVKCCSAIGCASRCLPNSKLKGLTFHVFPTDENIKRKWVLAMKRLDVNAAGIWEPKKGDVLCSRHFKKTDFDRSAPNIKLKPGVIPSIFDSPYHLQGKREKLHCRKNFTLKTVPATNYNHHLVGASSCIEEFQSQFIFEHSYSVMDSPKKLKHKLDHVIGELEDTKESLRNVLDREKRFQKSLRKTIRELKDECLISQETANRLDTFCWDCCQESIEQDYIS*MVKCCSAIGCASRCLPNSKLKGLTFHVFPTDENIKRKWVLAMKRLDVNAAGIWEPKKGDVLCSRHFKKTDFDRSAPN.... Protein 2 (ENSG00000129991) has sequence MADGSSDAAREPRPAPAPIRRRSSNYRAYATEPHAKKKSKISASRKLQLKTLLLQIAKQELEREAEERRGEKGRALSTRCQPLELAGLGFAELQDLCRQLHARVDKVDEERYDIEAKVTKNITEIADLTQKIFDLRGKFKRPTLRRVRISADAMMQALLGARAKESLDLRAHLKQVKKEDTEKENREVGDWRKNIDALSGMEGRKKKFES*MILPCSISPWQKKSKISASRKLQLKPRVGCASLPPLCRLCCCRLQSKSWSERRRSGAMILPCSISPWQKKSKISASRKLQLKTLLLQIA.... Result: 0 (the proteins do not interact). (2) Protein 1 (ENSG00000118508) has sequence MAGGGAGDPGLGAAAAPAPETREHLFKVLVIGELGVGKTSIIKRYVHQLFSQHYRATIGVDFALKVLNWDSRTLVRLQLWDIAGQERFGNMTRVYYKEAVGAFVVFDISRSSTFEAVLKWKSDLDSKVHLPNGSPIPAVLLANKCDQNKDSSQSPSQVDQFCKEHGFAGWFETSAKDNINIEEAARFLVEKILVNHQSFPNEENDVDKIKLDQETLRAENKSQCC*. Protein 2 (ENSG00000148655) has sequence MEKYLSLSGNHSSNKRSLEGLSAFRSLEELILDNNQLGDDLVLPGLPRLHTLTLNKNRITDLENLLDHLAEVTPALEYLSLLGNVACPNELVSLEKDEEDYKRYRCFVLYKLPNLKFLDAQKVTRQEREEALVRGVFMKVVKPKASSEDVASSPERHYTPLPSASRELTSHQGVLGKCRYVYYGKNSEGNRFIRDDQL*MASSEDVASSPERHYTPLPSASRELTSHQGVLGKCRYVYYGKNSEGNRFIRDDQL*MAGLVVRGTQVSYIGQDCREIPEHLGRDCGHFAKRLDLSFNLLRS.... Result: 1 (the proteins interact). (3) Protein 1 (ENSG00000163814) has sequence MAGLNCGVSIALLGVLLLGAARLPRGAEAFEIALPRESNITVLIKLGTPTLLAKPCYIVISKRHITMLSIKSGERIVFTFSCQSPENHFVIEIQKNIDCMSGPCPFGEVQLQPSTSLLPTLNRTFIWDVKAHKSIGLELQFSIPRLRQIGPGESCPDGVTHSISGRIDATVVRIGTFCSNGTVSRIKMQEGVKMALHLPWFHPRNVSGFSIANRSSIKRLCIIESVFEGEGSATLMSANYPEGFPEDELMTWQFVVPAHLRASVSFLNFNLSNCERKEERVEYYIPGSTTNPEVFKLEDK.... Protein 2 (ENSG00000130803) has sequence MAALSPTFATSTQDSTCLQDSEFPVSSKDHSCPQNLDLFVCSGLEPHTPSVGSQESVTFQDVAVDFTEKEWPLLDSSQRKLYKDVMLENYSNLTSLGYQVGKPSLISHLEQEEEPRTEERGAHQGACADWETPSKTKWSLLMEDIFGKETPSGVTMERAGLGEKSTEYAHLFEVFGMDPHLTQPMGRHAGKRPYHRRDYGVAFKGRPHLTQHMSMYDGRKMHECHQCQKAFTTSASLTRHRRIHTGEKPYECSDCGKAFNDPSALRSHARTHLKEKPFDCSQCGNAFRTLSALKIHMRVH.... Result: 0 (the proteins do not interact). (4) Protein 1 (ENSG00000164530) has sequence MHGSCSFLMLLLPLLLLLVATTGPVGALTDEEKRLMVELHNLYRAQVSPTASDMLHMRWDEELAAFAKAYARQCVWGHNKERGRRGENLFAITDEGMDVPLAMEEWHHEREHYNLSAATCSPGQMCGHYTQVVWAKTERIGCGSHFCEKLQGVEETNIELLVCNYEPPGNVKGKRPYQEGTPCSQCPSGYHCKNSLCEPIGSPEDAQDLPYLVTEAPSFRATEASDSRKMGTPSSLATGIPAFLVTEVSGSLATKALPAVETQAPTSLATKDPPSMATEAPPCVTTEVPSILAAHSLPSL.... Protein 2 (ENSG00000006453) has sequence MSRGPEEVNRLTESTYRNVMEQFNPGLRNLINLGKNYEKAVNAMILAGKAYYDGVAKIGEIATGSPVSTELGHVLIEISSTHKKLNESLDENFKKFHKEIIHELEKKIELDVKYMNATLKRYQTEHKNKLESLEKSQAELKKIRRKSQGSRNALKYEHKEIEYVETVTSRQSEIQKFIADGCKEALLEEKRRFCFLVDKHCGFANHIHYYHLQSAELLNSKLPRWQETCVDAIKVPEKIMNMIEEIKTPASTPVSGTPQASPMIERSNVVRKDYDTLSKCSPKMPPAPSGRAYTSPLIDM.... Result: 0 (the proteins do not interact). (5) Protein 1 (ENSG00000268320) has sequence MKGSRALLLVALTLFCICRMATGEDNDEFFMDFLQTLLVGTPEELYEGTLGKYNVNEDAKAAMTELKSCRDGLQPMHKAELVKLLVQVLGSQDGA*. Protein 2 (ENSG00000213931) has sequence MVHFTAEEKAAVTSLWSKMNVEEAGGEALGRLLVVYPWTQRFFDSFGNLSSPSAILGNPKVKAHGKKVLTSFGDAIKNMDNLKPAFAKLSELHCDKLHVDPENFKLLGNVMVIILATHFGKEFTPEVQAAWQKLVSAVAIALAHKYH*. Result: 0 (the proteins do not interact). (6) Protein 1 (ENSG00000128340) has sequence MQAIKCVVVGDGAVGKTCLLISYTTNAFPGEYIPTVFDNYSANVMVDSKPVNLGLWDTAGQEDYDRLRPLSYPQTDVFLICFSLVSPASYENVRAKWFPEVRHHCPSTPIILVGTKLDLRDDKDTIEKLKEKKLAPITYPQGLALAKEIDSVKYLECSALTQRGLKTVFDEAIRAVLCPQPTRQQKRACSLL*MQAIKAVGKTCLLISYTTNAFPGEYIPTVFDNYSANVMVDSKPVNLGLWDTAGQEDYDRLRPLSYPQTDVFLICFSLVSPASYENVRAKWFPEVRHHCPSTPIILVG.... Protein 2 (ENSG00000132254) has sequence MTDGILGKAATMEIPIHGNGEARQLPEDDGLEQDLQQVMVSGPNLNETSIVSGGYGGSGDGLIPTGSGRHPSHSTTPSGPGDEVARGIAGEKFDIVKKWGINTYKCTKQLLSERFGRGSRTVDLELELQIELLRETKRKYESVLQLGRALTAHLYSLLQTQHALGDAFADLSQKSPELQEEFGYNAETQKLLCKNGETLLGAVNFFVSSINTLVTKTMEDTLMTVKQYEAARLEYDAYRTDLEELSLGPRDAGTRGRLESAQATFQAHRDKYEKLRGDVAIKLKFLEENKIKVMHKQLLL.... Result: 1 (the proteins interact).